From a dataset of Forward reaction prediction with 1.9M reactions from USPTO patents (1976-2016). Predict the product of the given reaction. Given the reactants [Cl:1][C:2]1[N:7]=[CH:6][C:5]2[C:8](I)=[N:9][N:10]([CH:11]([CH3:13])[CH3:12])[C:4]=2[CH:3]=1.[NH:15]1[CH2:20][CH2:19][O:18][CH2:17][CH2:16]1.C1(P(C2C=CC=CC=2)C2C3OC4C(=CC=CC=4P(C4C=CC=CC=4)C4C=CC=CC=4)C(C)(C)C=3C=CC=2)C=CC=CC=1.C(=O)([O-])[O-].[Cs+].[Cs+], predict the reaction product. The product is: [Cl:1][C:2]1[N:7]=[CH:6][C:5]2[C:8]([N:15]3[CH2:20][CH2:19][O:18][CH2:17][CH2:16]3)=[N:9][N:10]([CH:11]([CH3:13])[CH3:12])[C:4]=2[CH:3]=1.